Predict the reactants needed to synthesize the given product. From a dataset of Full USPTO retrosynthesis dataset with 1.9M reactions from patents (1976-2016). (1) Given the product [Cl:15][C:12]1[CH:13]=[CH:14][C:2]([NH:1][C:18](=[O:19])[C:17]([F:28])([F:27])[F:16])=[C:3]([C:4]#[N:6])[CH:11]=1, predict the reactants needed to synthesize it. The reactants are: [NH2:1][C:2]1[CH:14]=[CH:13][C:12]([Cl:15])=[CH:11][C:3]=1[C:4]([NH:6]C(C)(C)C)=O.[F:16][C:17]([F:28])([F:27])[C:18](O[C:18](=[O:19])[C:17]([F:28])([F:27])[F:16])=[O:19]. (2) The reactants are: CN(C)C(=O)C.[NH2:7][C:8]1[CH:13]=[CH:12][CH:11]=[CH:10][CH:9]=1.[C:14]([O:22][CH3:23])(=[O:21])[C:15]#[C:16][C:17]([O:19][CH3:20])=[O:18]. Given the product [NH:7]1[C:8]2[C:13](=[CH:12][CH:11]=[CH:10][CH:9]=2)[C:16]([C:17]([O:19][CH3:20])=[O:18])=[C:15]1[C:14]([O:22][CH3:23])=[O:21], predict the reactants needed to synthesize it. (3) Given the product [C:18]([C:19]1[CH:26]=[CH:25][C:22]([CH2:23][NH:24][C:5](=[O:7])[CH:4]([O:3][CH2:1][CH3:2])[C:8]2[CH:13]=[CH:12][C:11]([O:14][CH3:15])=[CH:10][C:9]=2[F:16])=[CH:21][CH:20]=1)#[N:17], predict the reactants needed to synthesize it. The reactants are: [CH2:1]([O:3][CH:4]([C:8]1[CH:13]=[CH:12][C:11]([O:14][CH3:15])=[CH:10][C:9]=1[F:16])[C:5]([OH:7])=O)[CH3:2].[NH2:17][CH2:18][C:19]1[CH:26]=[CH:25][C:22]([C:23]#[N:24])=[CH:21][CH:20]=1. (4) Given the product [C:37]([OH:42])(=[O:41])[C:38]([OH:40])=[O:39].[Cl:1][C:2]1[CH:3]=[C:4]([C@@H:8]([C@@H:17]2[CH2:22][CH2:21][CH2:20][N:19]([C:23](=[O:36])[NH:24][CH2:25][C@@H:26]([NH:34][CH3:35])[CH2:27][C@H:28]3[CH2:33][CH2:32][CH2:31][O:30][CH2:29]3)[CH2:18]2)[O:9][CH2:10][CH2:11][NH:12][C:13](=[O:16])[O:14][CH3:15])[CH:5]=[CH:6][CH:7]=1, predict the reactants needed to synthesize it. The reactants are: [Cl:1][C:2]1[CH:3]=[C:4]([C@@H:8]([C@@H:17]2[CH2:22][CH2:21][CH2:20][N:19]([C:23](=[O:36])[NH:24][CH2:25][C@@H:26]([NH:34][CH3:35])[CH2:27][C@H:28]3[CH2:33][CH2:32][CH2:31][O:30][CH2:29]3)[CH2:18]2)[O:9][CH2:10][CH2:11][NH:12][C:13](=[O:16])[O:14][CH3:15])[CH:5]=[CH:6][CH:7]=1.[C:37]([OH:42])(=[O:41])[C:38]([OH:40])=[O:39]. (5) Given the product [C:2]([C:5]1[CH:10]([CH2:11][CH:12]2[CH2:21][CH2:20][C:19]3[C:14](=[CH:15][CH:16]=[C:17]([O:22][CH3:23])[CH:18]=3)[C:13]2=[O:24])[CH:9]=[CH:8][N:7]([CH2:25][C:26]2[CH:31]=[CH:30][CH:29]=[C:28]([F:32])[CH:27]=2)[CH:6]=1)(=[O:4])[CH3:3], predict the reactants needed to synthesize it. The reactants are: [Br-].[C:2]([C:5]1[CH:6]=[N+:7]([CH2:25][C:26]2[CH:31]=[CH:30][CH:29]=[C:28]([F:32])[CH:27]=2)[CH:8]=[CH:9][C:10]=1[CH2:11][CH:12]1[CH2:21][CH2:20][C:19]2[C:14](=[CH:15][CH:16]=[C:17]([O:22][CH3:23])[CH:18]=2)[C:13]1=[O:24])(=[O:4])[CH3:3].C1C(C(N)=O)=CN(CC2C=CC=CC=2)C=C1. (6) The reactants are: [NH2:1][C:2]1[C:11]([CH3:12])=[C:10]2[C:5]([CH2:6][CH:7]([CH2:19][C:20]([O:22]CC)=[O:21])[C:8](=[O:18])[N:9]2[CH2:13][C:14]([CH3:17])([CH3:16])[CH3:15])=[CH:4][CH:3]=1.C(O)(=O)C.C(O[N:35]=O)CC(C)C.[OH-].[Li+]. Given the product [CH2:13]([N:9]1[C:10]2[C:5](=[CH:4][CH:3]=[C:2]3[NH:1][N:35]=[CH:12][C:11]3=2)[CH2:6][CH:7]([CH2:19][C:20]([OH:22])=[O:21])[C:8]1=[O:18])[C:14]([CH3:15])([CH3:17])[CH3:16], predict the reactants needed to synthesize it. (7) Given the product [CH2:1]([N:5]([CH2:6][CH:7]([CH3:9])[CH3:8])[C:15]([NH2:14])=[O:16])[CH:2]([CH3:4])[CH3:3], predict the reactants needed to synthesize it. The reactants are: [CH2:1]([NH:5][CH2:6][CH:7]([CH3:9])[CH3:8])[CH:2]([CH3:4])[CH3:3].ClS([N:14]=[C:15]=[O:16])(=O)=O.O. (8) Given the product [Cl:1][C:2]1[CH:3]=[CH:4][C:5]([CH2:6][C:7]2[C:15]3[C:14](=[O:16])[N:13]([CH2:17][CH2:18][CH2:19][O:20][CH:4]4[CH2:3][CH2:2][CH2:34][CH2:46][O:49]4)[C:12](=[O:21])[N:11]([CH2:22][CH2:23][CH2:24][O:25][CH:42]4[CH2:43][CH2:44][CH2:45][CH2:40][O:41]4)[C:10]=3[O:9][C:8]=2[C:26]2[CH:31]=[CH:30][CH:29]=[C:28]([Cl:32])[CH:27]=2)=[CH:33][CH:34]=1, predict the reactants needed to synthesize it. The reactants are: [Cl:1][C:2]1[CH:34]=[CH:33][C:5]([CH2:6][C:7]2[C:15]3[C:14](=[O:16])[N:13]([CH2:17][CH2:18][CH2:19][OH:20])[C:12](=[O:21])[N:11]([CH2:22][CH2:23][CH2:24][OH:25])[C:10]=3[O:9][C:8]=2[C:26]2[CH:31]=[CH:30][CH:29]=[C:28]([Cl:32])[CH:27]=2)=[CH:4][CH:3]=1.BrCCCO[CH:40]1[CH2:45][CH2:44][CH2:43][CH2:42][O:41]1.[C:46]([O-:49])([O-])=O.[K+].[K+]. (9) Given the product [F:9][C:4]1[C:3]([N+:10]([O-:12])=[O:11])=[C:2]([CH:7]=[C:6]([F:8])[CH:5]=1)[NH:16][C:15]1[CH:17]=[CH:18][C:19]([I:21])=[CH:20][C:14]=1[F:13], predict the reactants needed to synthesize it. The reactants are: F[C:2]1[CH:7]=[C:6]([F:8])[CH:5]=[C:4]([F:9])[C:3]=1[N+:10]([O-:12])=[O:11].[F:13][C:14]1[CH:20]=[C:19]([I:21])[CH:18]=[CH:17][C:15]=1[NH2:16].C[Si](C)(C)[N-][Si](C)(C)C.[Li+].